From a dataset of Full USPTO retrosynthesis dataset with 1.9M reactions from patents (1976-2016). Predict the reactants needed to synthesize the given product. Given the product [N:17]1[CH:22]=[CH:21][CH:20]=[N:19][C:18]=1[NH:23][C:1](=[O:9])[O:2][C:3]1[CH:8]=[CH:7][CH:6]=[CH:5][CH:4]=1, predict the reactants needed to synthesize it. The reactants are: [C:1](Cl)(=[O:9])[O:2][C:3]1[CH:8]=[CH:7][CH:6]=[CH:5][CH:4]=1.N1C=CC=CC=1.[N:17]1[CH:22]=[CH:21][CH:20]=[N:19][C:18]=1[NH2:23].